This data is from Reaction yield outcomes from USPTO patents with 853,638 reactions. The task is: Predict the reaction yield, written as a fraction of the theoretical maximum amount of product (1.0 means a 100% yield; for example, 0.34 means a 34% yield). The reactants are C([Cl:4])(=O)C.C(OC([N:12]1[CH2:17][CH2:16][CH:15]([O:18][C:19]2[CH:24]=[CH:23][C:22]([C:25]#[N:26])=[CH:21][CH:20]=2)[CH2:14][CH2:13]1)=O)(C)(C)C. The catalyst is CO. The product is [ClH:4].[NH:12]1[CH2:13][CH2:14][CH:15]([O:18][C:19]2[CH:24]=[CH:23][C:22]([C:25]#[N:26])=[CH:21][CH:20]=2)[CH2:16][CH2:17]1. The yield is 0.960.